From a dataset of Catalyst prediction with 721,799 reactions and 888 catalyst types from USPTO. Predict which catalyst facilitates the given reaction. (1) Reactant: [NH2:1][C:2]1[C:7]([CH2:8][OH:9])=[CH:6][N:5]=[C:4]([S:10][CH2:11][C:12]2[CH:17]=[CH:16][CH:15]=[CH:14][CH:13]=2)[N:3]=1. Product: [NH2:1][C:2]1[C:7]([CH:8]=[O:9])=[CH:6][N:5]=[C:4]([S:10][CH2:11][C:12]2[CH:17]=[CH:16][CH:15]=[CH:14][CH:13]=2)[N:3]=1. The catalyst class is: 428. (2) Reactant: [CH3:1][C:2]1([CH3:11])[CH:7]2[CH2:8][CH:3]1[CH2:4][CH2:5][CH:6]2[CH:9]=[O:10]. Product: [CH3:1][C:2]1([CH3:11])[CH:7]2[CH2:8][CH:3]1[CH2:4][CH2:5][C:6]12[O:10][CH2:9]1. The catalyst class is: 10. (3) Reactant: Cl[CH2:2][CH2:3][CH2:4][O:5][C:6]1[CH:11]=[CH:10][C:9]([NH:12][CH:13]=[C:14]2[C:22]3[C:17](=[CH:18][CH:19]=[CH:20][CH:21]=3)[NH:16][C:15]2=[O:23])=[CH:8][CH:7]=1.[Na+].[I-:25]. Product: [I:25][CH2:2][CH2:3][CH2:4][O:5][C:6]1[CH:11]=[CH:10][C:9]([NH:12][CH:13]=[C:14]2[C:22]3[C:17](=[CH:18][CH:19]=[CH:20][CH:21]=3)[NH:16][C:15]2=[O:23])=[CH:8][CH:7]=1. The catalyst class is: 21. (4) Reactant: [CH3:1][S:2]([NH:5][C:6]1[CH:16]=[CH:15][C:9]([C:10](OCC)=[O:11])=[CH:8][CH:7]=1)(=[O:4])=[O:3].[H-].[H-].[H-].[H-].[Li+].[Al+3].CCOC(C)=O.OS([O-])(=O)=O.[Na+]. Product: [OH:11][CH2:10][C:9]1[CH:8]=[CH:7][C:6]([NH:5][S:2]([CH3:1])(=[O:4])=[O:3])=[CH:16][CH:15]=1. The catalyst class is: 242. (5) Reactant: [CH3:1][C:2]1([CH3:19])[CH2:7][N:6]([C:8]2[CH:13]=[CH:12][CH:11]=[CH:10][CH:9]=2)[CH:5]([CH2:14][C:15]([OH:17])=O)[C:4](=[O:18])[O:3]1.C(N(C(C)C)CC)(C)C.CN(C(ON1N=NC2C=CC=NC1=2)=[N+](C)C)C.F[P-](F)(F)(F)(F)F.[CH:53]([C:56]1[CH:62]=[CH:61][C:59]([NH2:60])=[CH:58][CH:57]=1)([CH3:55])[CH3:54]. Product: [CH3:19][C:2]1([CH3:1])[CH2:7][N:6]([C:8]2[CH:9]=[CH:10][CH:11]=[CH:12][CH:13]=2)[CH:5]([CH2:14][C:15]([NH:60][C:59]2[CH:61]=[CH:62][C:56]([CH:53]([CH3:55])[CH3:54])=[CH:57][CH:58]=2)=[O:17])[C:4](=[O:18])[O:3]1. The catalyst class is: 3.